Task: Binary Classification. Given a drug SMILES string, predict its activity (active/inactive) in a high-throughput screening assay against a specified biological target.. Dataset: Serine/threonine kinase 33 screen with 319,792 compounds (1) The compound is s\1c2=NC3(N(C(=O)N(C3(Nn2c(=O)c1=C\c1occc1)c1ccccc1)C)C)c1ccccc1. The result is 0 (inactive). (2) The compound is O1c2c(C(CC1=O)c1ccccc1)ccc(O)c2. The result is 0 (inactive). (3) The compound is OC(=O)CCn1c2c(nc1C)cccc2. The result is 0 (inactive). (4) The molecule is S(=O)(=O)(N1CC(CCC1)C(=O)Nc1cc(OC)c(OC)cc1)c1c([nH]c(=O)[nH]c1=O)C. The result is 0 (inactive).